The task is: Predict the product of the given reaction.. This data is from Forward reaction prediction with 1.9M reactions from USPTO patents (1976-2016). (1) Given the reactants C(OC([N:8]1[CH2:13][CH2:12][N:11]([CH3:14])[C:10](=[O:15])[CH2:9]1)=O)(C)(C)C.[ClH:16].O1CCOCC1, predict the reaction product. The product is: [ClH:16].[CH3:14][N:11]1[CH2:12][CH2:13][NH:8][CH2:9][C:10]1=[O:15]. (2) Given the reactants [Br:1][C:2]1[CH:6]=[N:5][N:4]([CH3:7])[C:3]=1[NH:8][C:9]1[CH:14]=[CH:13][C:12](I)=[CH:11][CH:10]=1.[Cl:16][C:17]1[CH:18]=[C:19](B(O)O)[CH:20]=[CH:21][CH:22]=1.C(=O)([O-])[O-].[Cs+].[Cs+].COCCOC, predict the reaction product. The product is: [Br:1][C:2]1[CH:6]=[N:5][N:4]([CH3:7])[C:3]=1[NH:8][C:9]1[CH:14]=[CH:13][C:12]([C:21]2[CH:20]=[CH:19][CH:18]=[C:17]([Cl:16])[CH:22]=2)=[CH:11][CH:10]=1.